From a dataset of Reaction yield outcomes from USPTO patents with 853,638 reactions. Predict the reaction yield, written as a fraction of the theoretical maximum amount of product (1.0 means a 100% yield; for example, 0.34 means a 34% yield). (1) The reactants are I[C:2]1[CH:8]=[CH:7][CH:6]=[CH:5][C:3]=1[NH2:4].C([Sn](CCCC)(CCCC)[C:14]1[O:15][CH:16]=[CH:17][CH:18]=1)CCC. The catalyst is O1CCOCC1.C1C=CC([P]([Pd]([P](C2C=CC=CC=2)(C2C=CC=CC=2)C2C=CC=CC=2)([P](C2C=CC=CC=2)(C2C=CC=CC=2)C2C=CC=CC=2)[P](C2C=CC=CC=2)(C2C=CC=CC=2)C2C=CC=CC=2)(C2C=CC=CC=2)C2C=CC=CC=2)=CC=1. The product is [O:15]1[CH:16]=[CH:17][CH:18]=[C:14]1[C:2]1[CH:8]=[CH:7][CH:6]=[CH:5][C:3]=1[NH2:4]. The yield is 0.860. (2) The reactants are Br[C:2]1[CH:7]=[CH:6][C:5]([S:8]([N:11]2[CH2:25][CH2:24][C:14]3([O:19][CH2:18][C:17](=[O:20])[N:16]([CH:21]4[CH2:23][CH2:22]4)[CH2:15]3)[CH2:13][CH2:12]2)(=[O:10])=[O:9])=[CH:4][CH:3]=1.[F:26][C:27]1[CH:28]=[CH:29][CH:30]=[C:31]2[C:36]=1[CH:35]=[C:34](B1OC(C)(C)C(C)(C)O1)[CH:33]=[CH:32]2.C(=O)([O-])[O-].[K+].[K+]. The catalyst is O1CCOCC1.C1C=CC(P(C2C=CC=CC=2)[C-]2C=CC=C2)=CC=1.C1C=CC(P(C2C=CC=CC=2)[C-]2C=CC=C2)=CC=1.Cl[Pd]Cl.[Fe+2].C(Cl)Cl. The yield is 0.480. The product is [CH:21]1([N:16]2[CH2:15][C:14]3([CH2:24][CH2:25][N:11]([S:8]([C:5]4[CH:6]=[CH:7][C:2]([C:34]5[CH:33]=[CH:32][C:31]6[C:36](=[C:27]([F:26])[CH:28]=[CH:29][CH:30]=6)[CH:35]=5)=[CH:3][CH:4]=4)(=[O:10])=[O:9])[CH2:12][CH2:13]3)[O:19][CH2:18][C:17]2=[O:20])[CH2:23][CH2:22]1. (3) The reactants are [H-].C([Al+]CC(C)C)C(C)C.[F:11][C:12]1[CH:17]=[CH:16][C:15]([C:18]2[NH:19][CH:20]=[C:21]([CH:29]=[CH:30][C:31](OCC)=[O:32])[C:22]=2[C:23]2[CH:28]=[CH:27][N:26]=[CH:25][CH:24]=2)=[CH:14][CH:13]=1.C(=O)([O-])O.[Na+]. The catalyst is ClCCl. The product is [F:11][C:12]1[CH:13]=[CH:14][C:15]([C:18]2[NH:19][CH:20]=[C:21]([CH:29]=[CH:30][CH2:31][OH:32])[C:22]=2[C:23]2[CH:28]=[CH:27][N:26]=[CH:25][CH:24]=2)=[CH:16][CH:17]=1. The yield is 0.930. (4) The reactants are [OH:1][CH2:2][CH2:3][CH2:4][CH2:5][CH2:6][CH2:7][NH:8][C:9](=[O:15])[O:10][C:11]([CH3:14])([CH3:13])[CH3:12].C1C=C[NH+]=CC=1.[O-][Cr](Cl)(=O)=O. The catalyst is C(Cl)Cl. The product is [O:1]=[CH:2][CH2:3][CH2:4][CH2:5][CH2:6][CH2:7][NH:8][C:9](=[O:15])[O:10][C:11]([CH3:13])([CH3:12])[CH3:14]. The yield is 0.910. (5) The reactants are [CH3:1][C:2]1([CH3:12])[CH2:11][C:10]2[C:5](=[CH:6][CH:7]=[CH:8][CH:9]=2)[NH:4][CH2:3]1.[N+:13]([O-])([OH:15])=[O:14]. The catalyst is S(=O)(=O)(O)O. The product is [N+:13]([C:7]1[CH:6]=[C:5]2[C:10]([CH2:11][C:2]([CH3:12])([CH3:1])[CH2:3][NH:4]2)=[CH:9][CH:8]=1)([O-:15])=[O:14]. The yield is 0.580. (6) The reactants are [C:1]1([CH:7]2[CH2:12][CH2:11][CH2:10][C:9](=O)[CH2:8]2)[CH:6]=[CH:5][CH:4]=[CH:3][CH:2]=1.[NH2:14][OH:15].O. The catalyst is C(O)C.CCOC(C)=O. The product is [C:1]1([CH:7]2[CH2:12][CH2:11][CH2:10][C:9](=[N:14][OH:15])[CH2:8]2)[CH:6]=[CH:5][CH:4]=[CH:3][CH:2]=1. The yield is 0.921. (7) The catalyst is C(#N)C. The yield is 0.314. The product is [N+:34]([C:4]1[CH:3]=[CH:2][C:1]([C:7]2([C:19]#[N:20])[CH2:8][CH2:9][N:10]([C:13](=[O:18])[C:14]([F:16])([F:17])[F:15])[CH2:11][CH2:12]2)=[CH:6][CH:5]=1)([O-:36])=[O:35]. The reactants are [C:1]1([C:7]2([C:19]#[N:20])[CH2:12][CH2:11][N:10]([C:13](=[O:18])[C:14]([F:17])([F:16])[F:15])[CH2:9][CH2:8]2)[CH:6]=[CH:5][CH:4]=[CH:3][CH:2]=1.FC(F)(F)C(OC(=O)C(F)(F)F)=O.[N+:34]([O-])([O-:36])=[O:35].[K+].O. (8) The reactants are [F:1][C:2]([F:21])([F:20])[S:3][C:4]1[CH:19]=[CH:18][C:7]([CH2:8][NH:9][C:10](=[O:17])[C:11]2[CH:16]=[CH:15][CH:14]=[CH:13][CH:12]=2)=[CH:6][CH:5]=1.[F:22][C:23]([F:34])([F:33])[S:24][C:25]1[CH:32]=[CH:31][C:28]([CH2:29]Br)=[CH:27][CH:26]=1.[H-].[Na+]. No catalyst specified. The product is [F:21][C:2]([F:20])([F:1])[S:3][C:4]1[CH:5]=[CH:6][C:7]([CH2:8][N:9]([CH2:29][C:28]2[CH:31]=[CH:32][C:25]([S:24][C:23]([F:34])([F:22])[F:33])=[CH:26][CH:27]=2)[C:10](=[O:17])[C:11]2[CH:16]=[CH:15][CH:14]=[CH:13][CH:12]=2)=[CH:18][CH:19]=1. The yield is 0.800. (9) The reactants are [N+:1]([C:4]1[CH:5]=[C:6]([CH:9]=[C:10]([N+:12]([O-])=O)[CH:11]=1)[C:7]#[N:8])([O-])=O.Cl[Sn]Cl.[OH-].[Na+]. The catalyst is Cl. The product is [NH2:1][C:4]1[CH:5]=[C:6]([CH:9]=[C:10]([NH2:12])[CH:11]=1)[C:7]#[N:8]. The yield is 0.570.